Task: Regression/Classification. Given a drug SMILES string, predict its absorption, distribution, metabolism, or excretion properties. Task type varies by dataset: regression for continuous measurements (e.g., permeability, clearance, half-life) or binary classification for categorical outcomes (e.g., BBB penetration, CYP inhibition). Dataset: cyp2d6_veith.. Dataset: CYP2D6 inhibition data for predicting drug metabolism from PubChem BioAssay (1) The compound is O=S(=O)(Cc1ccc(Cl)cc1)c1ccccc1-c1nnc(-c2ccc(Cl)cc2)o1. The result is 0 (non-inhibitor). (2) The compound is COc1ccc(/C(O)=C2\C(=O)C(=O)N(c3cc(C)on3)C2c2ccc(OC)c(OC)c2)cc1OC. The result is 0 (non-inhibitor). (3) The compound is COc1ccc(NC(=O)CSc2ncnc3c2cnn3CCc2ccccc2)cc1. The result is 0 (non-inhibitor). (4) The molecule is Cc1ccc2c(c1)SC1=NC(c3ccccc3)(C(F)(F)F)NC(=O)N12. The result is 0 (non-inhibitor). (5) The drug is C[C@H]1COC(=O)[C@H]2CCCN2C(=O)[C@@H](C)COC(=O)[C@H](Cc2ccccc2)NC1=O. The result is 0 (non-inhibitor). (6) The drug is Oc1ccc2ccccc2c1CN(Cc1c(O)ccc2ccccc12)C1CCCCC1. The result is 1 (inhibitor). (7) The drug is Cc1cccc(CCN2CCC(C(=O)c3ccc(NS(C)(=O)=O)cc3)CC2)n1. The result is 1 (inhibitor). (8) The result is 0 (non-inhibitor). The drug is O=C(Nc1ccc(Cl)cc1)NC1CCCCC1. (9) The compound is CCO[P@]1(=O)OC[C@@H]2O[C@H](n3cnc4c(N)ncnc43)[C@H](O)[C@@H]2O1.c1ccccc1. The result is 0 (non-inhibitor). (10) The molecule is Cc1ccc(NC(=O)CCN2C(=O)c3ccncc3C2=O)cc1. The result is 0 (non-inhibitor).